From a dataset of Reaction yield outcomes from USPTO patents with 853,638 reactions. Predict the reaction yield, written as a fraction of the theoretical maximum amount of product (1.0 means a 100% yield; for example, 0.34 means a 34% yield). (1) The reactants are CO.[C:3]1([CH2:9][C:10]([OH:12])=[O:11])[CH:8]=[CH:7][CH:6]=[CH:5][CH:4]=1. The catalyst is [Rh].C(O)(=O)C. The product is [CH:3]1([CH2:9][C:10]([OH:12])=[O:11])[CH2:8][CH2:7][CH2:6][CH2:5][CH2:4]1. The yield is 0.980. (2) The reactants are [NH2:1][C:2]1[CH:3]=[C:4]([CH:8]=[CH:9][C:10]=1[F:11])[C:5]([OH:7])=O.[CH2:12]1[C@H:21]2[C@H:16]([CH2:17][CH2:18][C:19]3[CH:25]=[CH:24][CH:23]=[CH:22][C:20]=32)[NH:15][CH2:14][CH2:13]1.F[P-](F)(F)(F)(F)F.N1(OC(N(C)C)=[N+](C)C)C2N=CC=CC=2N=N1. No catalyst specified. The product is [NH2:1][C:2]1[CH:3]=[C:4]([C:5]([N:15]2[C@@H:16]3[C@@H:21]([C:20]4[CH:22]=[CH:23][CH:24]=[CH:25][C:19]=4[CH2:18][CH2:17]3)[CH2:12][CH2:13][CH2:14]2)=[O:7])[CH:8]=[CH:9][C:10]=1[F:11]. The yield is 0.470. (3) The reactants are F[C:2]1[CH:3]=[CH:4][C:5]([N+:11]([O-:13])=[O:12])=[C:6]([CH:10]=1)[C:7]([NH2:9])=[O:8].[C:14]1([S:20]([O:22][Na])=[O:21])[CH:19]=[CH:18][CH:17]=[CH:16][CH:15]=1.O. The catalyst is CS(C)=O. The product is [C:14]1([S:20]([C:2]2[CH:3]=[CH:4][C:5]([N+:11]([O-:13])=[O:12])=[C:6]([CH:10]=2)[C:7]([NH2:9])=[O:8])(=[O:22])=[O:21])[CH:19]=[CH:18][CH:17]=[CH:16][CH:15]=1. The yield is 0.850. (4) The reactants are Br[CH2:2][C:3]([C:5]1[CH:10]=[CH:9][C:8]([F:11])=[CH:7][C:6]=1[F:12])=O.Cl.[NH:14]1[CH2:18][CH2:17][CH2:16][C:15]1=[NH:19].C([O-])([O-])=O.[Na+].[Na+].O. The catalyst is CN(C=O)C. The product is [F:12][C:6]1[CH:7]=[C:8]([F:11])[CH:9]=[CH:10][C:5]=1[C:3]1[N:19]=[C:15]2[CH2:16][CH2:17][CH2:18][N:14]2[CH:2]=1. The yield is 0.700. (5) The reactants are [N:1]([CH:4]1[CH:9]=[C:8]([C:10]2[CH:15]=[CH:14][N:13]=[CH:12][C:11]=2[N+:16]([O-:18])=[O:17])[CH2:7][CH2:6][CH:5]1[OH:19])=[N+]=[N-].CP(C)C.C(=O)(O)[O-].[Na+].[CH3:29][C:30]([O:33][C:34](O[C:34]([O:33][C:30]([CH3:32])([CH3:31])[CH3:29])=[O:35])=[O:35])([CH3:32])[CH3:31]. The catalyst is N1C=CC=CC=1.[NH4+].[OH-].C1COCC1.C(OCC)(=O)C. The product is [OH:19][CH:5]1[CH:4]([NH:1][C:34](=[O:35])[O:33][C:30]([CH3:32])([CH3:31])[CH3:29])[CH:9]=[C:8]([C:10]2[CH:15]=[CH:14][N:13]=[CH:12][C:11]=2[N+:16]([O-:18])=[O:17])[CH2:7][CH2:6]1. The yield is 0.820. (6) The yield is 0.688. The catalyst is C(#N)C.CCOC(C)=O. The reactants are Cl.[NH:2]1[CH2:5][CH:4]([C:6]#[N:7])[CH2:3]1.Br[CH2:9][CH2:10][CH2:11][Cl:12].C([O-])([O-])=O.[Cs+].[Cs+]. The product is [Cl:12][CH2:11][CH2:10][CH2:9][N:2]1[CH2:5][CH:4]([C:6]#[N:7])[CH2:3]1. (7) The reactants are [CH3:1][O:2][C:3]([C:5]1[CH:13]=[C:12]2[C:8](C=CN2)=[CH:7][CH:6]=1)=[O:4].CI.[H-].[Na+].Cl.[CH3:19][N:20]([CH3:23])[CH:21]=O. No catalyst specified. The product is [CH3:1][O:2][C:3]([C:5]1[CH:6]=[C:7]2[C:19](=[CH:12][CH:13]=1)[N:20]([CH3:23])[CH:21]=[CH:8]2)=[O:4]. The yield is 0.560.